This data is from NCI-60 drug combinations with 297,098 pairs across 59 cell lines. The task is: Regression. Given two drug SMILES strings and cell line genomic features, predict the synergy score measuring deviation from expected non-interaction effect. Drug 1: C1CN1C2=NC(=NC(=N2)N3CC3)N4CC4. Drug 2: CN(C)N=NC1=C(NC=N1)C(=O)N. Cell line: DU-145. Synergy scores: CSS=29.7, Synergy_ZIP=-3.35, Synergy_Bliss=0.573, Synergy_Loewe=-5.07, Synergy_HSA=-0.352.